Dataset: Buchwald-Hartwig C-N cross coupling reaction yields with 55,370 reactions. Task: Predict the reaction yield, written as a fraction of the theoretical maximum amount of product (1.0 means a 100% yield; for example, 0.34 means a 34% yield). (1) The reactants are CCc1ccc(Br)cc1.Cc1ccc(N)cc1.O=S(=O)(O[Pd]1c2ccccc2-c2ccccc2N~1)C(F)(F)F.CC(C)c1cc(C(C)C)c(-c2ccccc2P(C(C)(C)C)C(C)(C)C)c(C(C)C)c1.CCN=P(N=P(N(C)C)(N(C)C)N(C)C)(N(C)C)N(C)C.CCOC(=O)c1cnoc1C. No catalyst specified. The product is CCc1ccc(Nc2ccc(C)cc2)cc1. The yield is 0.220. (2) The yield is 0.237. The product is Cc1ccc(Nc2ccccn2)cc1. The reactants are Brc1ccccn1.Cc1ccc(N)cc1.O=S(=O)(O[Pd]1c2ccccc2-c2ccccc2N~1)C(F)(F)F.CC(C)c1cc(C(C)C)c(-c2ccccc2P(C(C)(C)C)C(C)(C)C)c(C(C)C)c1.CCN=P(N=P(N(C)C)(N(C)C)N(C)C)(N(C)C)N(C)C.COC(=O)c1ccno1. No catalyst specified.